From a dataset of Forward reaction prediction with 1.9M reactions from USPTO patents (1976-2016). Predict the product of the given reaction. (1) Given the reactants Br[C:2]1[N:3]=[CH:4][C:5]([NH:8][C:9](=[O:18])[C:10]2[C:15]([F:16])=[CH:14][CH:13]=[CH:12][C:11]=2[F:17])=[N:6][CH:7]=1.[F:19][C:20]1([F:39])[O:24][C:23]2[CH:25]=[C:26]([CH3:38])[C:27](B3OC(C)(C)C(C)(C)O3)=[CH:28][C:22]=2[O:21]1.P([O-])([O-])([O-])=O.[K+].[K+].[K+], predict the reaction product. The product is: [F:39][C:20]1([F:19])[O:24][C:23]2[CH:25]=[C:26]([CH3:38])[C:27]([C:2]3[N:3]=[CH:4][C:5]([NH:8][C:9](=[O:18])[C:10]4[C:15]([F:16])=[CH:14][CH:13]=[CH:12][C:11]=4[F:17])=[N:6][CH:7]=3)=[CH:28][C:22]=2[O:21]1. (2) Given the reactants [Cl:1][C:2]1[CH:26]=[CH:25][C:5]([CH2:6][N:7]2[C:15]3[C:10](=[CH:11][C:12](/[CH:16]=[C:17]4/[C:18](=[O:24])[N:19]([OH:23])[C:20](=[O:22])[S:21]/4)=[CH:13][CH:14]=3)[CH:9]=[N:8]2)=[C:4]([C:27]([F:30])([F:29])[F:28])[CH:3]=1.O[CH2:32][CH2:33][N:34]1[CH2:38][CH2:37][CH2:36][CH2:35]1.C1(P(C2C=CC=CC=2)C2C=CC=CC=2)C=CC=CC=1.CC(OC(/N=N/C(OC(C)C)=O)=O)C, predict the reaction product. The product is: [Cl:1][C:2]1[CH:26]=[CH:25][C:5]([CH2:6][N:7]2[C:15]3[C:10](=[CH:11][C:12](/[CH:16]=[C:17]4/[C:18](=[O:24])[N:19]([O:23][CH2:32][CH2:33][N:34]5[CH2:38][CH2:37][CH2:36][CH2:35]5)[C:20](=[O:22])[S:21]/4)=[CH:13][CH:14]=3)[CH:9]=[N:8]2)=[C:4]([C:27]([F:28])([F:30])[F:29])[CH:3]=1. (3) Given the reactants [CH3:1][C:2]1[C:7]2[NH:8][CH:9]=[N:10][C:6]=2[C:5]([C:11]#[N:12])=[CH:4][C:3]=1[N+:13]([O-])=O.[H][H], predict the reaction product. The product is: [NH2:13][C:3]1[CH:4]=[C:5]([C:11]#[N:12])[C:6]2[N:10]=[CH:9][NH:8][C:7]=2[C:2]=1[CH3:1]. (4) Given the reactants [H-].[Na+].[NH:3]1[C:7]2C=[CH:9][CH:10]=[CH:11][C:6]=2N[S:4]1(=[O:13])=[O:12].[CH3:14]I.O.C[N:18]([CH3:21])[CH:19]=O, predict the reaction product. The product is: [CH3:21][N:18]1[C:19]2[CH:9]=[CH:10][CH:11]=[CH:6][C:7]=2[N:3]([CH3:14])[S:4]1(=[O:13])=[O:12]. (5) Given the reactants CC1NC(C2C=C(C=CC=2C)C(O)=O)=C(C)N=1.[CH3:18][C:19]1[CH:28]=[CH:27][C:22]([C:23]([O:25]C)=[O:24])=[CH:21][C:20]=1[C:29]1[NH:33][C:32]([C:34]2([CH3:38])[CH2:37][O:36][CH2:35]2)=[N:31][C:30]=1[CH3:39].CC1NC(C2C=C(C=CC=2C)C(OC)=O)=C(C)N=1, predict the reaction product. The product is: [CH3:18][C:19]1[CH:28]=[CH:27][C:22]([C:23]([OH:25])=[O:24])=[CH:21][C:20]=1[C:29]1[NH:33][C:32]([C:34]2([CH3:38])[CH2:35][O:36][CH2:37]2)=[N:31][C:30]=1[CH3:39]. (6) Given the reactants [Li+].CC([N-]C(C)C)C.[CH2:9]([O:11][C:12](=[O:23])[CH:13]([O:15][C:16]1[CH:21]=[CH:20][CH:19]=[CH:18][C:17]=1[F:22])[CH3:14])C.I[CH2:25][C:26]1[CH:31]=[CH:30][C:29]([O:32]S(C2C=CC(C)=CC=2)(=O)=O)=[CH:28][CH:27]=1.[OH-].[Na+], predict the reaction product. The product is: [CH3:9][O:11][C:12](=[O:23])[C:13]([O:15][C:16]1[CH:21]=[CH:20][CH:19]=[CH:18][C:17]=1[F:22])([CH3:14])[CH2:25][C:26]1[CH:27]=[CH:28][C:29]([OH:32])=[CH:30][CH:31]=1.